This data is from Forward reaction prediction with 1.9M reactions from USPTO patents (1976-2016). The task is: Predict the product of the given reaction. (1) Given the reactants [CH:1]1([S:4]([C:6]2[CH:11]=[CH:10][C:9]([N+:12]([O-:14])=[O:13])=[CH:8][CH:7]=2)=[O:5])[CH2:3][CH2:2]1.[F:15][C:16]([F:21])([F:20])[C:17]([NH2:19])=[O:18].C(O)(=O)C.C(O)(=O)C.IC1C=CC=CC=1.[O-2].[Mg+2], predict the reaction product. The product is: [CH:1]1([S:4]([C:6]2[CH:11]=[CH:10][C:9]([N+:12]([O-:14])=[O:13])=[CH:8][CH:7]=2)(=[N:19][C:17](=[O:18])[C:16]([F:21])([F:20])[F:15])=[O:5])[CH2:3][CH2:2]1. (2) Given the reactants [Br:1][C:2]1[C:3](Cl)=[N:4][C:5]([Cl:8])=[N:6][CH:7]=1.[CH3:10][O:11][C:12]1[CH:13]=[C:14]([OH:18])[CH:15]=[CH:16][CH:17]=1.C([O-])([O-])=O.[K+].[K+], predict the reaction product. The product is: [Br:1][C:2]1[C:3]([O:18][C:14]2[CH:15]=[CH:16][CH:17]=[C:12]([O:11][CH3:10])[CH:13]=2)=[N:4][C:5]([Cl:8])=[N:6][CH:7]=1. (3) Given the reactants [Cl:1][C:2]1[CH:3]=[C:4]([C:24]2([C:29]([O:31]CC)=[O:30])[CH2:28][CH2:27][CH2:26][CH2:25]2)[CH:5]=[C:6]([C:14]2[CH:19]=[CH:18][C:17]([C:20]([F:23])([F:22])[F:21])=[CH:16][CH:15]=2)[C:7]=1[O:8][CH2:9][C:10]([F:13])([F:12])[F:11].O.[OH-].[Li+], predict the reaction product. The product is: [Cl:1][C:2]1[CH:3]=[C:4]([C:24]2([C:29]([OH:31])=[O:30])[CH2:25][CH2:26][CH2:27][CH2:28]2)[CH:5]=[C:6]([C:14]2[CH:15]=[CH:16][C:17]([C:20]([F:21])([F:22])[F:23])=[CH:18][CH:19]=2)[C:7]=1[O:8][CH2:9][C:10]([F:12])([F:13])[F:11]. (4) Given the reactants [C:1]1([CH3:11])[CH:6]=[CH:5][C:4]([S:7](Cl)(=[O:9])=[O:8])=[CH:3][CH:2]=1.[OH:12][CH:13]1[CH2:18][CH2:17][CH:16]([C:19]([O:21][CH2:22][CH3:23])=[O:20])[CH2:15][CH2:14]1, predict the reaction product. The product is: [S:7]([O:12][CH:13]1[CH2:14][CH2:15][CH:16]([C:19]([O:21][CH2:22][CH3:23])=[O:20])[CH2:17][CH2:18]1)([C:4]1[CH:5]=[CH:6][C:1]([CH3:11])=[CH:2][CH:3]=1)(=[O:9])=[O:8].